The task is: Predict the reactants needed to synthesize the given product.. This data is from Full USPTO retrosynthesis dataset with 1.9M reactions from patents (1976-2016). (1) Given the product [Cl:14][C:13]1[CH:12]=[CH:11][C:9]([NH:10][C:2]([NH2:3])=[O:1])=[CH:8][C:7]=1[C:6]([F:5])([F:15])[F:16], predict the reactants needed to synthesize it. The reactants are: [O-:1][C:2]#[N:3].[Na+].[F:5][C:6]([F:16])([F:15])[C:7]1[CH:8]=[C:9]([CH:11]=[CH:12][C:13]=1[Cl:14])[NH2:10]. (2) Given the product [C:1]([O:5][C:6]([NH:8][C@@H:9]([CH2:30][CH2:31][CH2:32][CH2:33][NH:34][C:35]([O:37][C:38]([CH3:41])([CH3:40])[CH3:39])=[O:36])[CH2:10][NH:11][C:12](=[O:13])[C@@H:14]1[CH2:18][C@@H:17]([OH:19])[CH2:16][NH:15]1)=[O:7])([CH3:4])([CH3:3])[CH3:2], predict the reactants needed to synthesize it. The reactants are: [C:1]([O:5][C:6]([NH:8][C@@H:9]([CH2:30][CH2:31][CH2:32][CH2:33][NH:34][C:35]([O:37][C:38]([CH3:41])([CH3:40])[CH3:39])=[O:36])[CH2:10][NH:11][C:12]([C@@H:14]1[CH2:18][C@@H:17]([OH:19])[CH2:16][N:15]1C(OCC1C=CC=CC=1)=O)=[O:13])=[O:7])([CH3:4])([CH3:3])[CH3:2]. (3) The reactants are: CO[C:3]([CH:5]1[C:13]2[C:8](=[CH:9][CH:10]=[C:11]([C:14]3([CH3:19])[O:18]CCO3)[CH:12]=2)[N:7]([CH3:20])[C:6]1=[O:21])=[O:4].[NH2:22][C:23]1[CH:24]=[C:25]([CH:36]=[CH:37][CH:38]=1)[C:26]([NH:28][C:29]1[CH:34]=[CH:33][C:32]([Br:35])=[CH:31][CH:30]=1)=[O:27]. Given the product [Br:35][C:32]1[CH:33]=[CH:34][C:29]([NH:28][C:26]([C:25]2[CH:24]=[C:23]([NH:22][C:3]([CH:5]3[C:13]4[C:8](=[CH:9][CH:10]=[C:11]([C:14](=[O:18])[CH3:19])[CH:12]=4)[N:7]([CH3:20])[C:6]3=[O:21])=[O:4])[CH:38]=[CH:37][CH:36]=2)=[O:27])=[CH:30][CH:31]=1, predict the reactants needed to synthesize it. (4) Given the product [Cl:9][C:10]1[CH:11]=[C:12]([C:17]([OH:28])([CH2:18][O:19][C:20]2[CH:25]=[CH:24][C:23]([O:26][CH3:27])=[CH:22][CH:21]=2)[CH2:2][C:1]#[N:3])[CH:13]=[CH:14][C:15]=1[Cl:16], predict the reactants needed to synthesize it. The reactants are: [C:1](#[N:3])[CH3:2].C([Li])CCC.[Cl:9][C:10]1[CH:11]=[C:12]([C:17](=[O:28])[CH2:18][O:19][C:20]2[CH:25]=[CH:24][C:23]([O:26][CH3:27])=[CH:22][CH:21]=2)[CH:13]=[CH:14][C:15]=1[Cl:16]. (5) Given the product [CH3:26][O:27][C:28]1[CH:33]=[CH:32][CH:31]=[CH:30][C:29]=1[C:34]1[NH:38][N:37]=[C:36]([O:39][CH2:40][C:41]([N:20]2[CH2:25][CH2:24][O:23][CH2:22][CH2:21]2)=[O:43])[CH:35]=1, predict the reactants needed to synthesize it. The reactants are: C(OC1C=CC=CC=1C1NN=C(SCC([N:20]2[CH2:25][CH2:24][O:23][CH2:22][CH2:21]2)=O)N=1)(C)C.[CH3:26][O:27][C:28]1[CH:33]=[CH:32][CH:31]=[CH:30][C:29]=1[C:34]1[NH:38][N:37]=[C:36]([O:39][CH2:40][C:41]([OH:43])=O)[CH:35]=1. (6) Given the product [CH:1]([N:4]1[CH:9]2[CH2:10][C:11](=[N:21][OH:22])[CH2:12][CH:5]1[CH2:6][O:7][CH2:8]2)([CH3:3])[CH3:2], predict the reactants needed to synthesize it. The reactants are: [CH:1]([N:4]1[CH:9]2[CH2:10][C:11](=O)[CH2:12][CH:5]1[CH2:6][O:7][CH2:8]2)([CH3:3])[CH3:2].N1C=CC=CC=1.Cl.[NH2:21][OH:22]. (7) The reactants are: [C:1]1([S:7]([CH2:10][C:11]2[C:16]([C:17]([O:19][CH2:20][CH3:21])=[O:18])=[C:15]([O:22][CH3:23])[C:14]([C:24]3[CH2:28][CH:27](O)[O:26][N:25]=3)=[CH:13][CH:12]=2)(=[O:9])=[O:8])[CH:6]=[CH:5][CH:4]=[CH:3][CH:2]=1. Given the product [C:1]1([S:7]([CH2:10][C:11]2[C:16]([C:17]([O:19][CH2:20][CH3:21])=[O:18])=[C:15]([O:22][CH3:23])[C:14]([C:24]3[CH:28]=[CH:27][O:26][N:25]=3)=[CH:13][CH:12]=2)(=[O:9])=[O:8])[CH:6]=[CH:5][CH:4]=[CH:3][CH:2]=1, predict the reactants needed to synthesize it.